Dataset: Reaction yield outcomes from USPTO patents with 853,638 reactions. Task: Predict the reaction yield, written as a fraction of the theoretical maximum amount of product (1.0 means a 100% yield; for example, 0.34 means a 34% yield). (1) The reactants are [OH:1][C:2]1[CH:3]=[C:4]2[C:9](=[CH:10][C:11]=1[CH2:12][C:13]([CH3:15])=[CH2:14])[NH:8][C:7](=[O:16])[CH2:6][CH2:5]2. The catalyst is CCOC(C)=O.CCO.[Pd]. The product is [OH:1][C:2]1[CH:3]=[C:4]2[C:9](=[CH:10][C:11]=1[CH2:12][CH:13]([CH3:14])[CH3:15])[NH:8][C:7](=[O:16])[CH2:6][CH2:5]2. The yield is 0.930. (2) The reactants are [F:1][C:2]([F:7])([F:6])[C:3]([OH:5])=[O:4].[CH2:8]([S:10]([N:13]1[CH2:18][CH2:17][CH:16]([C:19]2[C:27]3[C:22](=[C:23]([C:43]([NH2:45])=[O:44])[CH:24]=[C:25]([C:28]4[CH:33]=[C:32]([CH2:34][NH:35][CH2:36][C@@H:37]5CCCO5)[CH:31]=[C:30]([F:42])[CH:29]=4)[CH:26]=3)[NH:21][CH:20]=2)[CH2:15][CH2:14]1)(=[O:12])=[O:11])[CH3:9].O1CC[CH2:48][C@H:47]1[CH2:51]N. No catalyst specified. The product is [F:1][C:2]([F:7])([F:6])[C:3]([OH:5])=[O:4].[CH3:37][C@@H:36]([NH:35][CH2:34][C:32]1[CH:33]=[C:28]([C:25]2[CH:26]=[C:27]3[C:22](=[C:23]([C:43]([NH2:45])=[O:44])[CH:24]=2)[NH:21][CH:20]=[C:19]3[CH:16]2[CH2:15][CH2:14][N:13]([S:10]([CH2:8][CH3:9])(=[O:11])=[O:12])[CH2:18][CH2:17]2)[CH:29]=[C:30]([F:42])[CH:31]=1)[CH:47]([CH3:51])[CH3:48]. The yield is 0.349. (3) The reactants are P12(SP3(SP(SP(S3)(S1)=S)(=S)S2)=S)=[S:2].[CH2:15]([O:17][C:18](=[O:41])[CH2:19][O:20][C:21]1[CH:26]=[C:25]([F:27])[CH:24]=[CH:23][C:22]=1[C:28](=O)[NH:29][CH2:30][C:31]1[CH:36]=[CH:35][CH:34]=[C:33]([N+:37]([O-:39])=[O:38])[CH:32]=1)[CH3:16]. The catalyst is N1C=CC=CC=1.O.C(OCC)(=O)C. The product is [CH2:15]([O:17][C:18](=[O:41])[CH2:19][O:20][C:21]1[CH:26]=[C:25]([F:27])[CH:24]=[CH:23][C:22]=1[C:28](=[S:2])[NH:29][CH2:30][C:31]1[CH:36]=[CH:35][CH:34]=[C:33]([N+:37]([O-:39])=[O:38])[CH:32]=1)[CH3:16]. The yield is 0.890. (4) The reactants are [Br:1][C:2]1[CH:3]=[CH:4][C:5]([F:27])=[C:6]([C@@:8]2([CH3:26])[N:13]([CH2:14][C:15]3[CH:20]=[CH:19][C:18]([O:21][CH3:22])=[CH:17][C:16]=3[O:23][CH3:24])[C:12](=[O:25])[CH2:11]S[CH2:9]2)[CH:7]=1.O[O:29][S:30]([O-:32])=O.[K+]. The catalyst is CO. The product is [Br:1][C:2]1[CH:3]=[CH:4][C:5]([F:27])=[C:6]([C@@:8]2([CH3:26])[N:13]([CH2:14][C:15]3[CH:20]=[CH:19][C:18]([O:21][CH3:22])=[CH:17][C:16]=3[O:23][CH3:24])[C:12](=[O:25])[CH2:11][S:30](=[O:32])(=[O:29])[CH2:9]2)[CH:7]=1. The yield is 0.950. (5) The reactants are [CH2:1]([O:8][C:9]1[CH:10]=[CH:11][C:12]([Br:16])=[C:13]([OH:15])[CH:14]=1)[C:2]1[CH:7]=[CH:6][CH:5]=[CH:4][CH:3]=1.C(=O)([O-])[O-].[K+].[K+].Br[CH2:24][C:25]([CH3:27])=[CH2:26]. The catalyst is CN(C=O)C. The product is [CH2:1]([O:8][C:9]1[CH:10]=[CH:11][C:12]([Br:16])=[C:13]([O:15][CH2:26][C:25]([CH3:27])=[CH2:24])[CH:14]=1)[C:2]1[CH:3]=[CH:4][CH:5]=[CH:6][CH:7]=1. The yield is 0.940.